This data is from Forward reaction prediction with 1.9M reactions from USPTO patents (1976-2016). The task is: Predict the product of the given reaction. (1) Given the reactants [NH2:1][C:2]1[N:7]=[N:6][C:5]([CH2:8][CH2:9][CH2:10][CH2:11][N:12]2[CH:16]=[C:15]([C:17]([O:19][C:20]([CH3:23])([CH3:22])[CH3:21])=[O:18])[N:14]=[N:13]2)=[CH:4][C:3]=1Br.C(N(CC)CC)C.[C:32]([C:34]1[CH:39]=[CH:38][CH:37]=[CH:36][C:35]=1[F:40])#[CH:33], predict the reaction product. The product is: [NH2:1][C:2]1[N:7]=[N:6][C:5]([CH2:8][CH2:9][CH2:10][CH2:11][N:12]2[CH:16]=[C:15]([C:17]([O:19][C:20]([CH3:23])([CH3:22])[CH3:21])=[O:18])[N:14]=[N:13]2)=[CH:4][C:3]=1[C:33]#[C:32][C:34]1[CH:39]=[CH:38][CH:37]=[CH:36][C:35]=1[F:40]. (2) Given the reactants [CH3:1][S:2][C:3]1[CH:9]=[CH:8][C:6]([NH2:7])=[CH:5][CH:4]=1.[ClH:10].[N:11]([O-])=O.[Na+], predict the reaction product. The product is: [ClH:10].[CH3:1][S:2][C:3]1[CH:9]=[CH:8][C:6]([NH:7][NH2:11])=[CH:5][CH:4]=1. (3) Given the reactants [C:1]([N:8]([CH3:13])[CH:9]1[CH2:12][NH:11][CH2:10]1)([O:3][C:4]([CH3:7])([CH3:6])[CH3:5])=[O:2].Cl.Cl[C:16]1[CH:21]=[CH:20][N:19]=[C:18]([CH3:22])[CH:17]=1, predict the reaction product. The product is: [CH3:13][N:8]([CH:9]1[CH2:12][N:11]([C:16]2[CH:21]=[CH:20][N:19]=[C:18]([CH3:22])[CH:17]=2)[CH2:10]1)[C:1](=[O:2])[O:3][C:4]([CH3:7])([CH3:6])[CH3:5]. (4) Given the reactants [C:1]([O:5][C:6]([N:8]1[CH2:13][CH2:12][CH:11]([O:14][CH2:15][C:16]2[O:20][N:19]=[C:18]([C:21]3[CH:26]=[CH:25][C:24]([NH2:27])=[C:23]([F:28])[CH:22]=3)[N:17]=2)[CH2:10][CH2:9]1)=[O:7])([CH3:4])([CH3:3])[CH3:2].C(N(CC)CC)C.[C:36](Cl)(=[O:39])[CH2:37][CH3:38], predict the reaction product. The product is: [C:1]([O:5][C:6]([N:8]1[CH2:13][CH2:12][CH:11]([O:14][CH2:15][C:16]2[O:20][N:19]=[C:18]([C:21]3[CH:26]=[CH:25][C:24]([NH:27][C:36](=[O:39])[CH2:37][CH3:38])=[C:23]([F:28])[CH:22]=3)[N:17]=2)[CH2:10][CH2:9]1)=[O:7])([CH3:4])([CH3:2])[CH3:3]. (5) Given the reactants [C:1]1([CH3:12])[CH:6]=[CH:5][C:4]([O:7][CH2:8][C:9](Cl)=[O:10])=[CH:3][CH:2]=1.[CH:13]([NH:16][CH2:17][C:18]1[O:22][N:21]=[C:20]([C:23]2[CH:28]=[CH:27][C:26]([C:29]([F:32])([F:31])[F:30])=[CH:25][CH:24]=2)[N:19]=1)([CH3:15])[CH3:14].C(N(CC)CC)C, predict the reaction product. The product is: [CH:13]([N:16]([CH2:17][C:18]1[O:22][N:21]=[C:20]([C:23]2[CH:28]=[CH:27][C:26]([C:29]([F:30])([F:31])[F:32])=[CH:25][CH:24]=2)[N:19]=1)[C:9](=[O:10])[CH2:8][O:7][C:4]1[CH:5]=[CH:6][C:1]([CH3:12])=[CH:2][CH:3]=1)([CH3:15])[CH3:14]. (6) The product is: [C:5]([O:4][C:3]([NH:2][O:1][CH:13]([CH3:19])[C:14]([O:16][CH2:17][CH3:18])=[O:15])=[O:9])([CH3:8])([CH3:7])[CH3:6]. Given the reactants [OH:1][NH:2][C:3](=[O:9])[O:4][C:5]([CH3:8])([CH3:7])[CH3:6].[OH-].[K+].Br[CH:13]([CH3:19])[C:14]([O:16][CH2:17][CH3:18])=[O:15], predict the reaction product. (7) Given the reactants Br[C:2]1[C:3]([NH:16][CH:17]2[CH2:22][CH2:21][N:20]([CH2:23][C:24]3[CH:29]=[CH:28][CH:27]=[CH:26][CH:25]=3)[CH2:19][CH2:18]2)=[N:4][C:5]([NH:8][CH2:9][C:10]2[CH:15]=[CH:14][N:13]=[CH:12][CH:11]=2)=[N:6][CH:7]=1.[S:30]1[CH:34]=[CH:33][CH:32]=[C:31]1B(O)O, predict the reaction product. The product is: [S:30]1[CH:34]=[CH:33][CH:32]=[C:31]1[C:2]1[C:3]([NH:16][CH:17]2[CH2:22][CH2:21][N:20]([CH2:23][C:24]3[CH:29]=[CH:28][CH:27]=[CH:26][CH:25]=3)[CH2:19][CH2:18]2)=[N:4][C:5]([NH:8][CH2:9][C:10]2[CH:15]=[CH:14][N:13]=[CH:12][CH:11]=2)=[N:6][CH:7]=1.